This data is from NCI-60 drug combinations with 297,098 pairs across 59 cell lines. The task is: Regression. Given two drug SMILES strings and cell line genomic features, predict the synergy score measuring deviation from expected non-interaction effect. (1) Drug 1: CN1C(=O)N2C=NC(=C2N=N1)C(=O)N. Drug 2: CC1C(C(CC(O1)OC2CC(CC3=C2C(=C4C(=C3O)C(=O)C5=C(C4=O)C(=CC=C5)OC)O)(C(=O)CO)O)N)O.Cl. Cell line: OVCAR-8. Synergy scores: CSS=20.5, Synergy_ZIP=-4.66, Synergy_Bliss=-2.46, Synergy_Loewe=-13.9, Synergy_HSA=-1.44. (2) Drug 1: C1=CC=C(C=C1)NC(=O)CCCCCCC(=O)NO. Drug 2: C1C(C(OC1N2C=NC(=NC2=O)N)CO)O. Cell line: NCI-H226. Synergy scores: CSS=5.71, Synergy_ZIP=-1.50, Synergy_Bliss=-0.805, Synergy_Loewe=-2.75, Synergy_HSA=-2.50.